From a dataset of Experimentally validated miRNA-target interactions with 360,000+ pairs, plus equal number of negative samples. Binary Classification. Given a miRNA mature sequence and a target amino acid sequence, predict their likelihood of interaction. (1) The miRNA is hsa-miR-8088 with sequence CCUCGGUACUGGAAAGGGGUA. The protein sequence of the target gene is MLLPCHWVLDATFSDGSLGQWVKNTCATYALSPVVLPPQPQPRKKATDKDYSAFHLGHLREVRLFLRGGTSDQRMDSLVLCPTYFKLWRTLSGSPGLQLSDLHFGSQPEGKFSLRRAVSVKQREEPQDWPLNEKRTLWKDSDLPTWRRGTGYTLSLPAVSPGKRLWGEKAGSLPESEPLFTYTLDEKVDKLVQFLLLKYQAKEPLTRAEMQMNVINTYTGYFPMIFRKAREFIEILFGISLTEVDPDHFYVFVNTLDLTCEGSLSDEQGMPQNRLLILILSVIFIKGNCASEEVIWEVLN.... Result: 0 (no interaction). (2) The miRNA is hsa-miR-7153-5p with sequence UGAGAACUGACAAAUGUGGUAGG. The protein sequence of the target gene is MHRKVRPASLMIRKMACSGVEPQILVQYLVLRKDLSQAPFSWPTGALVAQACHAATAALHLHRDHPHTAAYLRELGRMRKVVLEAADETTLKELAETLQQKNIDHTLWLEQPENIATCIALRPYPKEEVSQYLKKFRLFK. Result: 0 (no interaction). (3) The miRNA is hsa-miR-218-1-3p with sequence AUGGUUCCGUCAAGCACCAUGG. The protein sequence of the target gene is MEPEDLPWPGELEEEEEEEEEEEEEEEEAAAAAAANVDDVVVVEEVEEEAGRELDSDSHYGPQHLESIDDEEDEEAKAWLQAHPGRILPPLSPPQHRYSEGERTSLEKIVPLTCHVWQQIVYQGNSRTQISDTNVVCLETTAQRGSGDDQKTESWHCLPQEMDSSQTLDTSQTRFNVRTEDTEVTDFPSLEEGILTQSENQVKEPNRDLFCSPLLVIQDSFASPDLPLLTCLTQDQEFAPDSLFHQSELSFAPLRGIPDKSEDTEWSSRPSEVSEALFQATAEVASDLASSRFSVSQHPL.... Result: 0 (no interaction). (4) The miRNA is mmu-miR-296-3p with sequence GAGGGUUGGGUGGAGGCUCUCC. The protein sequence of the target gene is MEPRAADGCFLGDVGFWVERTPVHEAAQRGESLQLQQLIESGACVNQVTVDSITPLHAASLQGQARCVQLLLAAGAQVDARNIDGSTPLCDACASGSIECVKLLLSYGAKVNPPLYTASPLHEACMSGSSECVRLLIDVGANLEAHDCHFGTPLHVACAREHLDCVKVLLNAGANVNAAKLHETALHHAAKVKNVDLIEMLIEFGGNIYARDNRGKKPSDYTWSSSAPAKCFEYYEKTPLTLSQLCRVNLRKATGVRGLEKIAKLNIPPRLIDYLSYN. Result: 0 (no interaction). (5) The miRNA is hsa-miR-6762-5p with sequence CGGGGCCAUGGAGCAGCCUGUGU. The protein sequence of the target gene is MRLDRRALYALVLLLACASLGLLYSSTRNAPSLPNPLALWSPPQGPPRLDLLDLAPEPRYAHIPVRIKEQVVGLLAQNNCSCESKGGSLPLPFLRQVRAVDLTKAFDAEELRAVSVAREQEYQAFLARSRSLADQLLIAPANSPLQYPLQGVEVQPLRSILVPGLSLQEASVQEIYQVNLSASLGTWDVAGEVTGVTLTGEGQPDLTLASPVLDKLNRQLQLVTYSSRSYQANTADTVRFSTKGHEVAFTILVRHPPNPRLYPPSSLPQGAEYNISALVTIATKTFLRYDRLRTLIASIR.... Result: 0 (no interaction). (6) The miRNA is hsa-miR-3689a-3p with sequence CUGGGAGGUGUGAUAUCGUGGU. The protein sequence of the target gene is MVHLTTLLCKAYRGGHLTIRLALGGCTNRPFYRIVAAHNKCPRDGRFVEQLGSYDPLPNSHGEKLVALNLDRIRHWIGCGAHLSKPMEKLLGLAGFFPLHPMMITNAERLRRKRAREVLLASQKTDAEATDTEATET. Result: 1 (interaction). (7) The miRNA is hsa-miR-9-5p with sequence UCUUUGGUUAUCUAGCUGUAUGA. The protein sequence of the target gene is MKRKQKRFLQMTLLFTVALIFLPNVGLWSLYKDKHLVKSAEPGEQQTFPLGLGDGQFYSWTDGLRRKDWHDYESIQKEAMRSGKGEHGKPYPLTEEDHDDSAYRENGFNIFVSNNIALERSLPDIRHANCKHKMYLERLPNTSIIIPFHNEGWTSLLRTIHSIINRTPGSLIAEIILVDDFSEREHLKDKLEEYMARFSKVRIVRTKKREGLIRTRLLGASMARGEVLTFLDSHCEVNVNWLPPLLNQIALNHKTIVCPMIDVIDHNHFGYEAQAGDAMRGAFDWEMYYKRIPIPPELQR.... Result: 1 (interaction).